From a dataset of Reaction yield outcomes from USPTO patents with 853,638 reactions. Predict the reaction yield, written as a fraction of the theoretical maximum amount of product (1.0 means a 100% yield; for example, 0.34 means a 34% yield). (1) The reactants are [C:1]1([OH:7])[CH:6]=[CH:5][CH:4]=[CH:3][CH:2]=1.[C:8](O)(=[O:10])[CH3:9].O.C1(C)C=CC(S(O)(=O)=O)=CC=1.C(N(CC)CC)C. The catalyst is C1(C)C=CC=CC=1. The product is [C:8]([O:7][C:1]1[CH:6]=[CH:5][CH:4]=[CH:3][CH:2]=1)(=[O:10])[CH3:9]. The yield is 0.900. (2) The reactants are [N+:1]([C:4]1[CH:9]=[CH:8][N+:7]([O-])=[CH:6][C:5]=1[O:11][C:12]1[CH:17]=[CH:16][CH:15]=[C:14]([Cl:18])[CH:13]=1)([O-])=O.O.[OH-].[Na+]. The catalyst is C(O)(=O)C.[Fe]. The product is [NH2:1][C:4]1[CH:9]=[CH:8][N:7]=[CH:6][C:5]=1[O:11][C:12]1[CH:17]=[CH:16][CH:15]=[C:14]([Cl:18])[CH:13]=1. The yield is 0.900. (3) The reactants are Br[C:2]1[CH:23]=[CH:22][C:5]([C:6]([NH:8][S:9]([C:12]2[CH:17]=[CH:16][CH:15]=[CH:14][C:13]=2[S:18](=[O:21])(=[O:20])[NH2:19])(=[O:11])=[O:10])=[O:7])=[CH:4][C:3]=1[O:24][CH2:25][CH2:26][O:27][CH2:28][CH2:29][O:30][CH3:31].[O:32]1[C:36]2[CH:37]=[CH:38][CH:39]=[CH:40][C:35]=2[CH:34]=[C:33]1B(O)O. No catalyst specified. The product is [O:32]1[C:36]2[CH:37]=[CH:38][CH:39]=[CH:40][C:35]=2[CH:34]=[C:33]1[C:2]1[CH:23]=[CH:22][C:5]([C:6]([NH:8][S:9]([C:12]2[CH:17]=[CH:16][CH:15]=[CH:14][C:13]=2[S:18](=[O:20])(=[O:21])[NH2:19])(=[O:11])=[O:10])=[O:7])=[CH:4][C:3]=1[O:24][CH2:25][CH2:26][O:27][CH2:28][CH2:29][O:30][CH3:31]. The yield is 0.210. (4) The reactants are [CH2:1]([O:3][C:4](=[O:21])[C:5]([NH:7][C:8]1[CH:13]=[CH:12][C:11]([Cl:14])=[CH:10][C:9]=1[C:15](=O)[C:16]([F:19])([F:18])[F:17])=O)[CH3:2]. The catalyst is C1COCC1.Cl[Ti](Cl)(Cl)Cl.[Zn]. The product is [CH2:1]([O:3][C:4]([C:5]1[NH:7][C:8]2[C:9]([C:15]=1[C:16]([F:19])([F:18])[F:17])=[CH:10][C:11]([Cl:14])=[CH:12][CH:13]=2)=[O:21])[CH3:2]. The yield is 0.510.